Dataset: Catalyst prediction with 721,799 reactions and 888 catalyst types from USPTO. Task: Predict which catalyst facilitates the given reaction. (1) Reactant: Cl[C:2]1[N:13]=[CH:12][CH:11]=[CH:10][C:3]=1[C:4]([O:6][CH:7]([CH3:9])[CH3:8])=[O:5].[N:14]1([C:20]([O:22][C:23]([CH3:26])([CH3:25])[CH3:24])=[O:21])[CH2:19][CH2:18][NH:17][CH2:16][CH2:15]1.C(N(CC)CC)C. Product: [CH3:8][CH:7]([O:6][C:4]([C:3]1[C:2]([N:17]2[CH2:16][CH2:15][N:14]([C:20]([O:22][C:23]([CH3:26])([CH3:25])[CH3:24])=[O:21])[CH2:19][CH2:18]2)=[N:13][CH:12]=[CH:11][CH:10]=1)=[O:5])[CH3:9]. The catalyst class is: 1. (2) Reactant: [Cl:1][C:2]1[C:7]([CH3:8])=[CH:6][C:5]([S:9]([N:12]2[CH:17]=[CH:16][NH:15][C:14](=[O:18])[C@H:13]2[CH2:19][C:20](O)=[O:21])(=[O:11])=[O:10])=[C:4]([CH3:23])[CH:3]=1.[NH:24]1[CH2:29][CH2:28][CH:27]([CH2:30][OH:31])[CH2:26][CH2:25]1.ON1C2C=CC=CC=2N=N1.CCN=C=NCCCN(C)C.Cl. Product: [Cl:1][C:2]1[C:7]([CH3:8])=[CH:6][C:5]([S:9]([N:12]2[CH:17]=[CH:16][NH:15][C:14](=[O:18])[C@H:13]2[CH2:19][C:20]([N:24]2[CH2:29][CH2:28][CH:27]([CH2:30][OH:31])[CH2:26][CH2:25]2)=[O:21])(=[O:11])=[O:10])=[C:4]([CH3:23])[CH:3]=1. The catalyst class is: 3.